The task is: Predict the reactants needed to synthesize the given product.. This data is from Full USPTO retrosynthesis dataset with 1.9M reactions from patents (1976-2016). (1) Given the product [CH2:13]([O:12][C:10]([N:20]1[CH2:25][CH2:24][CH2:23][CH2:22][C@H:21]1[C:26]1[NH:8][C:5]2[CH:6]=[CH:7][C:2]([I:1])=[CH:3][C:4]=2[N:9]=1)=[O:11])[C:14]1[CH:15]=[CH:16][CH:17]=[CH:18][CH:19]=1, predict the reactants needed to synthesize it. The reactants are: [I:1][C:2]1[CH:3]=[C:4]([NH2:9])[C:5]([NH2:8])=[CH:6][CH:7]=1.[C:10]([N:20]1[CH2:25][CH2:24][CH2:23][CH2:22][C@H:21]1[C:26](O)=O)([O:12][CH2:13][C:14]1[CH:19]=[CH:18][CH:17]=[CH:16][CH:15]=1)=[O:11].CCN(C(C)C)C(C)C.CN(C(ON1N=NC2C=CC=NC1=2)=[N+](C)C)C.F[P-](F)(F)(F)(F)F. (2) Given the product [CH:1]1([C:7]2[N:16]3[C:10]([C:11](=[CH:46][C:39]4[C:40]5[C:45](=[CH:44][CH:43]=[CH:42][CH:41]=5)[NH:37][CH:38]=4)[C:12](=[O:36])[N:13]([CH2:21][C:22]([N:24]([CH:33]([CH3:34])[CH3:35])[C:25]4[CH:26]=[N:27][C:28]([O:31][CH3:32])=[CH:29][CH:30]=4)=[O:23])[C:14]4[CH:20]=[CH:19][CH:18]=[CH:17][C:15]=43)=[N:9][N:8]=2)[CH2:6][CH2:5][CH2:4][CH2:3][CH2:2]1, predict the reactants needed to synthesize it. The reactants are: [CH:1]1([C:7]2[N:16]3[C:10]([CH2:11][C:12](=[O:36])[N:13]([CH2:21][C:22]([N:24]([CH:33]([CH3:35])[CH3:34])[C:25]4[CH:26]=[N:27][C:28]([O:31][CH3:32])=[CH:29][CH:30]=4)=[O:23])[C:14]4[CH:20]=[CH:19][CH:18]=[CH:17][C:15]=43)=[N:9][N:8]=2)[CH2:6][CH2:5][CH2:4][CH2:3][CH2:2]1.[NH:37]1[C:45]2[C:40](=[CH:41][CH:42]=[CH:43][CH:44]=2)[C:39]([CH:46]=O)=[CH:38]1. (3) The reactants are: [H-].[H-].[H-].[H-].[Li+].[Al+3].[CH3:7][O:8][C:9]1[CH:23]=[CH:22][C:12]2[C:13]([C:16](=[O:21])[C:17](OC)=[O:18])=[CH:14][O:15][C:11]=2[CH:10]=1.[NH4+].[Cl-]. Given the product [CH3:7][O:8][C:9]1[CH:23]=[CH:22][C:12]2[C:13]([CH:16]([OH:21])[CH2:17][OH:18])=[CH:14][O:15][C:11]=2[CH:10]=1, predict the reactants needed to synthesize it. (4) Given the product [CH2:36]([O:38][C:39]1[CH:31]=[C:32]([C:7]2[CH:8]=[C:3]([O:2][CH3:1])[CH:4]=[CH:5][C:6]=2[C:10]2[CH:19]=[CH:18][C:17]3[C:12](=[CH:13][CH:14]=[C:15]([O:20][CH3:21])[CH:16]=3)[CH:11]=2)[CH:33]=[CH:35][CH:40]=1)[C:37]1[CH:5]=[CH:4][CH:3]=[CH:8][CH:7]=1, predict the reactants needed to synthesize it. The reactants are: [CH3:1][O:2][C:3]1[CH:4]=[CH:5][C:6]([C:10]2[CH:19]=[CH:18][C:17]3[C:12](=[CH:13][CH:14]=[C:15]([O:20][CH3:21])[CH:16]=3)[CH:11]=2)=[C:7](N)[CH:8]=1.F[B-](F)(F)F.[H+].N(O[CH2:31][CH2:32][CH:33]([CH3:35])C)=O.[CH2:36]([O:38][CH2:39][CH3:40])[CH3:37]. (5) Given the product [Br:1][C:2]1[CH:7]=[CH:6][C:5]([O:8][C:12]2[CH:17]=[CH:16][CH:15]=[CH:14][N:13]=2)=[CH:4][CH:3]=1, predict the reactants needed to synthesize it. The reactants are: [Br:1][C:2]1[CH:7]=[CH:6][C:5]([OH:8])=[CH:4][CH:3]=1.[H-].[Na+].Cl[C:12]1[CH:17]=[CH:16][CH:15]=[CH:14][N:13]=1.O. (6) Given the product [Si:18]([O:17][CH2:16][C@@H:11]([NH2:10])[C@@H:12]([CH3:15])[CH2:13][CH3:14])([C:31]([CH3:33])([CH3:34])[CH3:32])([C:25]1[CH:26]=[CH:27][CH:28]=[CH:29][CH:30]=1)[C:19]1[CH:20]=[CH:21][CH:22]=[CH:23][CH:24]=1, predict the reactants needed to synthesize it. The reactants are: C(OC(=O)[NH:10][C@H:11]([CH2:16][O:17][Si:18]([C:31]([CH3:34])([CH3:33])[CH3:32])([C:25]1[CH:30]=[CH:29][CH:28]=[CH:27][CH:26]=1)[C:19]1[CH:24]=[CH:23][CH:22]=[CH:21][CH:20]=1)[C@@H:12]([CH3:15])[CH2:13][CH3:14])C1C=CC=CC=1.